From a dataset of Forward reaction prediction with 1.9M reactions from USPTO patents (1976-2016). Predict the product of the given reaction. (1) Given the reactants FC(F)(F)S(O[C:7]1[CH:12]=[CH:11][C:10]([C@@H:13]2[C@@H:16]([CH2:17][CH2:18][C@@H:19]([C:21]3[CH:26]=[CH:25][C:24]([F:27])=[CH:23][CH:22]=3)[OH:20])[C:15](=[O:28])[N:14]2[C:29]2[CH:34]=[CH:33][C:32]([F:35])=[CH:31][CH:30]=2)=[CH:9][CH:8]=1)(=O)=O.[N+:38]([C:41]1[CH:42]=[C:43](B(O)O)[CH:44]=[CH:45][CH:46]=1)([O-:40])=[O:39].C(O)C.C(=O)([O-])[O-].[K+].[K+], predict the reaction product. The product is: [F:35][C:32]1[CH:31]=[CH:30][C:29]([N:14]2[C@H:13]([C:10]3[CH:9]=[CH:8][C:7]([C:45]4[CH:44]=[CH:43][CH:42]=[C:41]([N+:38]([O-:40])=[O:39])[CH:46]=4)=[CH:12][CH:11]=3)[C@@H:16]([CH2:17][CH2:18][C@@H:19]([C:21]3[CH:22]=[CH:23][C:24]([F:27])=[CH:25][CH:26]=3)[OH:20])[C:15]2=[O:28])=[CH:34][CH:33]=1. (2) The product is: [F:43][C:34]1[CH:35]=[C:36]([C:39]([F:40])([F:41])[F:42])[CH:37]=[CH:38][C:33]=1[C:2]1[CH:7]=[N:6][NH:5][C:4](=[O:8])[CH:3]=1. Given the reactants Cl[C:2]1[CH:7]=[N:6][NH:5][C:4](=[O:8])[CH:3]=1.B1(B2OC(C)(C)C(C)(C)O2)OC(C)(C)C(C)(C)O1.C([O-])(=O)C.[K+].Br[C:33]1[CH:38]=[CH:37][C:36]([C:39]([F:42])([F:41])[F:40])=[CH:35][C:34]=1[F:43].C(=O)([O-])[O-].[Na+].[Na+], predict the reaction product. (3) Given the reactants [CH3:1][O:2][C:3]1[CH:4]=[C:5]2[C:9](=[CH:10][CH:11]=1)[NH:8][CH:7]=[CH:6]2.Cl.O.[NH:14]1[CH2:19][CH2:18][C:17](=O)[CH2:16][CH2:15]1.[OH-].[K+].O, predict the reaction product. The product is: [CH3:1][O:2][C:3]1[CH:4]=[C:5]2[C:9](=[CH:10][CH:11]=1)[NH:8][CH:7]=[C:6]2[C:17]1[CH2:18][CH2:19][NH:14][CH2:15][CH:16]=1. (4) Given the reactants [Cl:1][C:2]1[CH:7]=[CH:6][C:5]([C:8]#[N:9])=[CH:4][C:3]=1[NH:10][C:11]1[N:15]([CH3:16])[C:14]2[CH:17]=[CH:18][C:19]([C:21]([NH:23][CH2:24][CH:25]3[CH2:30][CH2:29][CH2:28][CH2:27][CH2:26]3)=[O:22])=[CH:20][C:13]=2[N:12]=1.N, predict the reaction product. The product is: [NH2:9][CH2:8][C:5]1[CH:6]=[CH:7][C:2]([Cl:1])=[C:3]([NH:10][C:11]2[N:15]([CH3:16])[C:14]3[CH:17]=[CH:18][C:19]([C:21]([NH:23][CH2:24][CH:25]4[CH2:30][CH2:29][CH2:28][CH2:27][CH2:26]4)=[O:22])=[CH:20][C:13]=3[N:12]=2)[CH:4]=1.